From a dataset of NCI-60 drug combinations with 297,098 pairs across 59 cell lines. Regression. Given two drug SMILES strings and cell line genomic features, predict the synergy score measuring deviation from expected non-interaction effect. (1) Drug 1: CC(C1=C(C=CC(=C1Cl)F)Cl)OC2=C(N=CC(=C2)C3=CN(N=C3)C4CCNCC4)N. Drug 2: CCCCC(=O)OCC(=O)C1(CC(C2=C(C1)C(=C3C(=C2O)C(=O)C4=C(C3=O)C=CC=C4OC)O)OC5CC(C(C(O5)C)O)NC(=O)C(F)(F)F)O. Cell line: K-562. Synergy scores: CSS=15.8, Synergy_ZIP=-0.798, Synergy_Bliss=-2.64, Synergy_Loewe=-9.03, Synergy_HSA=-2.42. (2) Drug 1: CC1=C2C(C(=O)C3(C(CC4C(C3C(C(C2(C)C)(CC1OC(=O)C(C(C5=CC=CC=C5)NC(=O)OC(C)(C)C)O)O)OC(=O)C6=CC=CC=C6)(CO4)OC(=O)C)OC)C)OC. Drug 2: C1C(C(OC1N2C=NC3=C2NC=NCC3O)CO)O. Cell line: UACC62. Synergy scores: CSS=37.7, Synergy_ZIP=3.38, Synergy_Bliss=3.57, Synergy_Loewe=-16.7, Synergy_HSA=3.76. (3) Drug 1: CC1=C(C=C(C=C1)NC(=O)C2=CC=C(C=C2)CN3CCN(CC3)C)NC4=NC=CC(=N4)C5=CN=CC=C5. Drug 2: CC1=C(C(=O)C2=C(C1=O)N3CC4C(C3(C2COC(=O)N)OC)N4)N. Cell line: MALME-3M. Synergy scores: CSS=7.92, Synergy_ZIP=-4.88, Synergy_Bliss=-1.13, Synergy_Loewe=-16.6, Synergy_HSA=-3.36. (4) Drug 1: C1=C(C(=O)NC(=O)N1)N(CCCl)CCCl. Drug 2: C1CC(=O)NC(=O)C1N2C(=O)C3=CC=CC=C3C2=O. Cell line: A498. Synergy scores: CSS=9.98, Synergy_ZIP=-5.80, Synergy_Bliss=-1.17, Synergy_Loewe=-11.3, Synergy_HSA=-3.47. (5) Drug 1: CN1CCC(CC1)COC2=C(C=C3C(=C2)N=CN=C3NC4=C(C=C(C=C4)Br)F)OC. Drug 2: C1=CN(C=N1)CC(O)(P(=O)(O)O)P(=O)(O)O. Cell line: CAKI-1. Synergy scores: CSS=33.2, Synergy_ZIP=-9.40, Synergy_Bliss=-2.63, Synergy_Loewe=-5.59, Synergy_HSA=1.24. (6) Drug 1: C1CC2CC3=C(CC1C24CN(S(=O)(=O)N4)CC(F)(F)F)C=CC(=C3)C=CCN5CCC(CC5)C(F)(F)F. Drug 2: C1=C(C(=O)NC(=O)N1)F. Cell line: SW-620. Synergy scores: CSS=34.7, Synergy_ZIP=2.09, Synergy_Bliss=4.16, Synergy_Loewe=-0.300, Synergy_HSA=5.81. (7) Drug 1: C1CCC(C(C1)N)N.C(=O)(C(=O)[O-])[O-].[Pt+4]. Drug 2: CC1C(C(CC(O1)OC2CC(CC3=C2C(=C4C(=C3O)C(=O)C5=CC=CC=C5C4=O)O)(C(=O)C)O)N)O. Cell line: MDA-MB-231. Synergy scores: CSS=39.5, Synergy_ZIP=-7.28, Synergy_Bliss=-7.81, Synergy_Loewe=-13.3, Synergy_HSA=-4.49. (8) Drug 1: C1C(C(OC1N2C=C(C(=O)NC2=O)F)CO)O. Drug 2: C1=NC(=NC(=O)N1C2C(C(C(O2)CO)O)O)N. Cell line: MDA-MB-435. Synergy scores: CSS=44.3, Synergy_ZIP=0.0872, Synergy_Bliss=2.91, Synergy_Loewe=-2.83, Synergy_HSA=0.883. (9) Drug 1: CC(CN1CC(=O)NC(=O)C1)N2CC(=O)NC(=O)C2. Drug 2: CCCCCOC(=O)NC1=NC(=O)N(C=C1F)C2C(C(C(O2)C)O)O. Cell line: K-562. Synergy scores: CSS=22.9, Synergy_ZIP=1.22, Synergy_Bliss=5.56, Synergy_Loewe=-4.91, Synergy_HSA=4.63. (10) Drug 1: CC1C(C(CC(O1)OC2CC(CC3=C2C(=C4C(=C3O)C(=O)C5=C(C4=O)C(=CC=C5)OC)O)(C(=O)C)O)N)O.Cl. Drug 2: C1=NC2=C(N1)C(=S)N=C(N2)N. Cell line: TK-10. Synergy scores: CSS=46.7, Synergy_ZIP=-11.0, Synergy_Bliss=-0.535, Synergy_Loewe=1.83, Synergy_HSA=4.07.